Dataset: Forward reaction prediction with 1.9M reactions from USPTO patents (1976-2016). Task: Predict the product of the given reaction. (1) The product is: [CH2:7]([C:8]1([NH2:9])[CH2:11][CH2:10]1)[C:1]1[CH:6]=[CH:5][CH:4]=[CH:3][CH:2]=1. Given the reactants [C:1]1([CH2:7][C:8]#[N:9])[CH:6]=[CH:5][CH:4]=[CH:3][CH:2]=1.[CH2:10]([Mg]Br)[CH3:11].[OH-].[Na+], predict the reaction product. (2) Given the reactants [Cl:1][C:2]1[N:7]=[C:6]([NH:8][C@H:9]2[CH2:14][CH2:13][C@H:12]([NH:15][C:16](=[O:22])[O:17][C:18]([CH3:21])([CH3:20])[CH3:19])[CH2:11][CH2:10]2)[CH:5]=[C:4]([C:23]2[C:31]3[C:26](=[N:27][CH:28]=[C:29]([OH:32])[CH:30]=3)[N:25]([S:33]([C:36]3[CH:41]=[CH:40][CH:39]=[CH:38][CH:37]=3)(=[O:35])=[O:34])[CH:24]=2)[CH:3]=1.[CH2:42](O)[C:43]#[CH:44].N(C(OC(C)(C)C)=O)=NC(OC(C)(C)C)=O.C1(P(C2C=CC=CC=2)C2C=CC=CC=2)C=CC=CC=1, predict the reaction product. The product is: [Cl:1][C:2]1[N:7]=[C:6]([NH:8][C@H:9]2[CH2:14][CH2:13][C@H:12]([NH:15][C:16](=[O:22])[O:17][C:18]([CH3:21])([CH3:20])[CH3:19])[CH2:11][CH2:10]2)[CH:5]=[C:4]([C:23]2[C:31]3[C:26](=[N:27][CH:28]=[C:29]([O:32][CH2:44][C:43]#[CH:42])[CH:30]=3)[N:25]([S:33]([C:36]3[CH:41]=[CH:40][CH:39]=[CH:38][CH:37]=3)(=[O:35])=[O:34])[CH:24]=2)[CH:3]=1. (3) Given the reactants C([O:7][CH2:8][CH2:9][C@@H:10]1[C@@H:14]([C:15]2[CH:20]=[CH:19][CH:18]=[CH:17][C:16]=2[Cl:21])[O:13][C:12]2([CH2:25][CH2:24][CH2:23][CH2:22]2)[O:11]1)(=O)C(C)(C)C.C(OCC[C@@H]1[C@@H](C2C=CC=CC=2Cl)OC(CC)(CC)O1)(=O)C(C)(C)C, predict the reaction product. The product is: [Cl:21][C:16]1[CH:17]=[CH:18][CH:19]=[CH:20][C:15]=1[C@H:14]1[O:13][C:12]2([CH2:25][CH2:24][CH2:23][CH2:22]2)[O:11][C@@H:10]1[CH2:9][CH2:8][OH:7]. (4) Given the reactants [CH3:1][C:2]1([CH3:16])[CH2:14][C:5]2[S:6][C:7]([C:9]([O:11]CC)=[O:10])=[CH:8][C:4]=2[C:3]1=[O:15].C(O)C.[OH-].[Li+], predict the reaction product. The product is: [CH3:1][C:2]1([CH3:16])[CH2:14][C:5]2[S:6][C:7]([C:9]([OH:11])=[O:10])=[CH:8][C:4]=2[C:3]1=[O:15]. (5) Given the reactants [CH2:1]([N:5]([CH3:22])[C:6]([C:8]1[CH:9]=[C:10]([CH:14]=[C:15]([C:17]2[S:18][CH:19]=[CH:20][N:21]=2)[CH:16]=1)[C:11]([OH:13])=O)=[O:7])[CH2:2][CH2:3][CH3:4].[CH:23](N(C(C)C)CC)(C)C.CN(C(ON1N=NC2C=CC=NC1=2)=[N+](C)C)C.F[P-](F)(F)(F)(F)F.Cl.Cl.[NH2:58][C@@H:59]([CH2:75][C:76]1[CH:81]=[C:80]([F:82])[CH:79]=[C:78]([F:83])[CH:77]=1)[C@H:60]([OH:74])[CH2:61][NH:62][CH2:63][C:64]1[CH:69]=[CH:68][CH:67]=[C:66]([C:70](F)(F)F)[CH:65]=1, predict the reaction product. The product is: [CH2:1]([N:5]([CH3:22])[C:6](=[O:7])[C:8]1[CH:16]=[C:15]([C:17]2[S:18][CH:19]=[CH:20][N:21]=2)[CH:14]=[C:10]([C:11]([NH:58][C@@H:59]([CH2:75][C:76]2[CH:81]=[C:80]([F:82])[CH:79]=[C:78]([F:83])[CH:77]=2)[C@H:60]([OH:74])[CH2:61][NH:62][CH2:63][C:64]2[CH:69]=[CH:68][CH:67]=[C:66]([CH2:70][CH3:23])[CH:65]=2)=[O:13])[CH:9]=1)[CH2:2][CH2:3][CH3:4]. (6) Given the reactants C[O:2][C:3]1[CH:4]=[C:5]2[C:9](=[CH:10][CH:11]=1)[N:8]([CH3:12])[CH:7]=[C:6]2[CH:13]([CH3:17])[C:14]([OH:16])=[O:15].B(Br)(Br)Br, predict the reaction product. The product is: [OH:2][C:3]1[CH:4]=[C:5]2[C:9](=[CH:10][CH:11]=1)[N:8]([CH3:12])[CH:7]=[C:6]2[CH:13]([CH3:17])[C:14]([OH:16])=[O:15]. (7) The product is: [CH3:22][O:23][C:24]1[CH:25]=[C:26]2[C:31](=[CH:32][C:33]=1[O:34][CH3:35])[C@H:30]([CH2:36][CH2:37][C:38]1[CH:43]=[CH:42][CH:41]=[CH:40][C:39]=1[CH3:44])[N:29]([C@H:4]([C:5]1[CH:6]=[CH:7][CH:8]=[CH:9][CH:10]=1)[C:1]([NH2:2])=[O:3])[CH2:28][CH2:27]2. Given the reactants [C:1]([CH:4](OS(C1C=CC(C)=CC=1)(=O)=O)[C:5]1[CH:10]=[CH:9][CH:8]=[CH:7][CH:6]=1)(=[O:3])[NH2:2].[CH3:22][O:23][C:24]1[CH:25]=[C:26]2[C:31](=[CH:32][C:33]=1[O:34][CH3:35])[C@H:30]([CH2:36][CH2:37][C:38]1[CH:43]=[CH:42][CH:41]=[CH:40][C:39]=1[CH3:44])[NH:29][CH2:28][CH2:27]2, predict the reaction product. (8) Given the reactants [I:1][C:2]1[CH:14]=[CH:13][C:5]([CH2:6][N:7]2[CH2:12][CH2:11][O:10][CH2:9][CH2:8]2)=[C:4]([N+:15]([O-])=O)[CH:3]=1, predict the reaction product. The product is: [I:1][C:2]1[CH:14]=[CH:13][C:5]([CH2:6][N:7]2[CH2:12][CH2:11][O:10][CH2:9][CH2:8]2)=[C:4]([NH2:15])[CH:3]=1. (9) Given the reactants [CH3:1][O:2][C:3]1[CH:4]=[C:5]([CH:32]=[CH:33][C:34]=1[O:35][CH3:36])[CH2:6][CH:7]1[C:13]2[CH:14]=[C:15]([O:20][CH3:21])[C:16]([O:18][CH3:19])=[CH:17][C:12]=2[CH2:11][CH2:10][CH2:9][N:8]1[CH:22]([C:26]1[CH:31]=[CH:30][CH:29]=[CH:28][CH:27]=1)[C:23]([OH:25])=O.[NH2:37][CH2:38][CH2:39][CH2:40][OH:41], predict the reaction product. The product is: [CH3:1][O:2][C:3]1[CH:4]=[C:5]([CH:32]=[CH:33][C:34]=1[O:35][CH3:36])[CH2:6][CH:7]1[C:13]2[CH:14]=[C:15]([O:20][CH3:21])[C:16]([O:18][CH3:19])=[CH:17][C:12]=2[CH2:11][CH2:10][CH2:9][N:8]1[CH:22]([C:26]1[CH:31]=[CH:30][CH:29]=[CH:28][CH:27]=1)[C:23]([NH:37][CH2:38][CH2:39][CH2:40][OH:41])=[O:25].